Dataset: Full USPTO retrosynthesis dataset with 1.9M reactions from patents (1976-2016). Task: Predict the reactants needed to synthesize the given product. (1) Given the product [NH2:10][C:11]1[C:12]([C:28]([NH:30][C:31]2[CH:32]=[N:33][CH:34]=[CH:35][C:36]=2[N:37]2[CH2:42][C@H:41]([CH3:43])[C@@H:40]([O:44][Si:45]([C:48]([CH3:51])([CH3:49])[CH3:50])([CH3:47])[CH3:46])[C@H:39]([NH:52][C:53](=[O:54])[O:55][C:56]([CH3:59])([CH3:58])[CH3:57])[CH2:38]2)=[O:29])=[N:13][C:14]2[C:19]([CH:20]=1)=[CH:18][CH:17]=[C:16]([CH:21]1[CH2:26][CH2:25][N:24]([CH3:27])[CH2:23][CH2:22]1)[CH:15]=2, predict the reactants needed to synthesize it. The reactants are: C(OC(=O)[NH:10][C:11]1[C:12]([C:28]([NH:30][C:31]2[CH:32]=[N:33][CH:34]=[CH:35][C:36]=2[N:37]2[CH2:42][C@H:41]([CH3:43])[C@@H:40]([O:44][Si:45]([C:48]([CH3:51])([CH3:50])[CH3:49])([CH3:47])[CH3:46])[C@H:39]([NH:52][C:53]([O:55][C:56]([CH3:59])([CH3:58])[CH3:57])=[O:54])[CH2:38]2)=[O:29])=[N:13][C:14]2[C:19]([CH:20]=1)=[CH:18][CH:17]=[C:16]([C:21]1[CH2:22][CH2:23][N:24]([CH3:27])[CH2:25][CH:26]=1)[CH:15]=2)C1C=CC=CC=1.[H][H]. (2) Given the product [C:27]([O:26][C:24](=[O:25])[CH2:23][C:18]([N:13]1[C:14]2[C:10](=[C:9]([NH:8][C:6]([O:5][C:1]([CH3:4])([CH3:3])[CH3:2])=[O:7])[CH:17]=[CH:16][CH:15]=2)[CH:11]=[CH:12]1)([C:31]1[CH:32]=[CH:33][C:34]([Cl:37])=[CH:35][CH:36]=1)[C:19]([OH:21])=[O:20])([CH3:29])([CH3:30])[CH3:28], predict the reactants needed to synthesize it. The reactants are: [C:1]([O:5][C:6]([NH:8][C:9]1[CH:17]=[CH:16][CH:15]=[C:14]2[C:10]=1[CH:11]=[CH:12][N:13]2[C:18]([C:31]1[CH:36]=[CH:35][C:34]([Cl:37])=[CH:33][CH:32]=1)([CH2:23][C:24]([O:26][C:27]([CH3:30])([CH3:29])[CH3:28])=[O:25])[C:19]([O:21]C)=[O:20])=[O:7])([CH3:4])([CH3:3])[CH3:2].[Li+].[OH-]. (3) Given the product [CH2:1]([O:3][C:4]([C:6]1[CH:7]=[N:8][N:9]2[C:14]([OH:15])=[C:13]([C:16]([N:32]3[CH2:33][CH2:34][C:29]4([C:25]5[CH:24]=[CH:23][CH:22]=[C:21]([F:20])[C:26]=5[O:27][CH2:28]4)[CH2:30][CH2:31]3)=[O:18])[CH:12]=[N:11][C:10]=12)=[O:5])[CH3:2], predict the reactants needed to synthesize it. The reactants are: [CH2:1]([O:3][C:4]([C:6]1[CH:7]=[N:8][N:9]2[C:14]([OH:15])=[C:13]([C:16]([OH:18])=O)[CH:12]=[N:11][C:10]=12)=[O:5])[CH3:2].Cl.[F:20][C:21]1[C:26]2[O:27][CH2:28][C:29]3([CH2:34][CH2:33][NH:32][CH2:31][CH2:30]3)[C:25]=2[CH:24]=[CH:23][CH:22]=1. (4) The reactants are: I[C:2]1[N:3]=[CH:4][N:5]([C:7]([C:20]2[CH:25]=[CH:24][CH:23]=[CH:22][CH:21]=2)([C:14]2[CH:19]=[CH:18][CH:17]=[CH:16][CH:15]=2)[C:8]2[CH:13]=[CH:12][CH:11]=[CH:10][CH:9]=2)[CH:6]=1.C([Mg]Br)C.Br[C:31]1[CH:32]=[N:33][C:34]([C:37]2[CH:42]=[CH:41][CH:40]=[CH:39][CH:38]=2)=[N:35][CH:36]=1. Given the product [C:37]1([C:34]2[N:33]=[CH:32][C:31]([C:2]3[N:3]=[CH:4][N:5]([C:7]([C:8]4[CH:13]=[CH:12][CH:11]=[CH:10][CH:9]=4)([C:20]4[CH:21]=[CH:22][CH:23]=[CH:24][CH:25]=4)[C:14]4[CH:15]=[CH:16][CH:17]=[CH:18][CH:19]=4)[CH:6]=3)=[CH:36][N:35]=2)[CH:42]=[CH:41][CH:40]=[CH:39][CH:38]=1, predict the reactants needed to synthesize it. (5) Given the product [CH2:12]([O:11][CH2:10][C@H:6]([CH:7]([CH3:9])[CH3:8])[CH2:5][C@H:4]([NH:19][C:20](=[O:26])[O:21][C:22]([CH3:25])([CH3:24])[CH3:23])[C@@H:3]([OH:27])[CH2:2][NH:1][C:30](=[O:31])[C:29]([CH3:37])([CH3:28])[CH2:33][CH2:34][CH2:35][CH3:36])[C:13]1[CH:18]=[CH:17][CH:16]=[CH:15][CH:14]=1, predict the reactants needed to synthesize it. The reactants are: [NH2:1][CH2:2][C@H:3]([OH:27])[C@@H:4]([NH:19][C:20](=[O:26])[O:21][C:22]([CH3:25])([CH3:24])[CH3:23])[CH2:5][C@H:6]([CH2:10][O:11][CH2:12][C:13]1[CH:18]=[CH:17][CH:16]=[CH:15][CH:14]=1)[CH:7]([CH3:9])[CH3:8].[CH3:28][C:29]([CH3:37])([CH2:33][CH2:34][CH2:35][CH3:36])[C:30](O)=[O:31].C1C=CC2N(O)N=NC=2C=1.CCN=C=NCCCN(C)C.Cl.CCN(C(C)C)C(C)C. (6) Given the product [Br:1][C:2]1[CH:3]=[C:4]([CH2:10][N:11]2[CH:15]=[C:14]([CH2:16][OH:17])[N:13]=[C:12]2[CH3:18])[CH:5]=[N:6][C:7]=1[O:8][CH3:9], predict the reactants needed to synthesize it. The reactants are: [Br:1][C:2]1[CH:3]=[C:4]([CH2:10][N:11]2[CH:15]=[C:14]([CH:16]=[O:17])[N:13]=[C:12]2[CH3:18])[CH:5]=[N:6][C:7]=1[O:8][CH3:9].BrC1C(OC)=NC=C(CCl)C=1.C([O-])([O-])=O.[Cs+].[Cs+].[Na+].[I-]. (7) Given the product [C:29]([CH2:28][CH2:27][CH2:26][CH2:25][N:3]1[CH:4]=[CH:5][C:6]([NH:8][C:9](=[O:17])[CH2:10][C:11]2[CH:16]=[CH:15][CH:14]=[CH:13][CH:12]=2)=[N:7][C:2]1=[O:1])#[N:30], predict the reactants needed to synthesize it. The reactants are: [O:1]=[C:2]1[N:7]=[C:6]([NH:8][C:9](=[O:17])[CH2:10][C:11]2[CH:16]=[CH:15][CH:14]=[CH:13][CH:12]=2)[CH:5]=[CH:4][NH:3]1.C([O-])([O-])=O.[K+].[K+].Br[CH2:25][CH2:26][CH2:27][CH2:28][C:29]#[N:30]. (8) Given the product [Cl:14][C:15]1[CH:16]=[CH:17][C:18]([CH:21]([C:23]2[CH:28]=[CH:27][C:26]([F:29])=[CH:25][CH:24]=2)[C:5]2[C:4]3[C:8](=[C:9]([CH2:11][S:12][CH3:13])[CH:10]=[C:2]([F:1])[CH:3]=3)[NH:7][CH:6]=2)=[CH:19][CH:20]=1, predict the reactants needed to synthesize it. The reactants are: [F:1][C:2]1[CH:3]=[C:4]2[C:8](=[C:9]([CH2:11][S:12][CH3:13])[CH:10]=1)[NH:7][CH:6]=[CH:5]2.[Cl:14][C:15]1[CH:20]=[CH:19][C:18]([CH:21]([C:23]2[CH:28]=[CH:27][C:26]([F:29])=[CH:25][CH:24]=2)O)=[CH:17][CH:16]=1.FC1C=CC(C(C2C=CC(F)=CC=2)C2C3C(=C(CSC)C=CC=3)NC=2)=CC=1.